Task: Predict the reactants needed to synthesize the given product.. Dataset: Full USPTO retrosynthesis dataset with 1.9M reactions from patents (1976-2016) (1) Given the product [ClH:28].[NH2:7][C@H:8]1[CH2:14][O:13][C:12]2[CH:15]=[CH:16][C:17]([C:19]3[O:20][C:21](=[O:24])[NH:22][N:23]=3)=[CH:18][C:11]=2[N:10]([CH3:25])[C:9]1=[O:26], predict the reactants needed to synthesize it. The reactants are: C(OC(=O)[NH:7][C@H:8]1[CH2:14][O:13][C:12]2[CH:15]=[CH:16][C:17]([C:19]3[O:20][C:21](=[O:24])[NH:22][N:23]=3)=[CH:18][C:11]=2[N:10]([CH3:25])[C:9]1=[O:26])(C)(C)C.[ClH:28].O1CCOCC1. (2) Given the product [F:19][C:20]([F:25])([F:24])[C:21]([OH:23])=[O:22].[NH2:6][CH2:5][C:4]1[CH:14]=[CH:15][C:16]([F:18])=[CH:17][C:3]=1[C:1]#[N:2], predict the reactants needed to synthesize it. The reactants are: [C:1]([C:3]1[CH:17]=[C:16]([F:18])[CH:15]=[CH:14][C:4]=1[CH2:5][NH:6]C(=O)OC(C)(C)C)#[N:2].[F:19][C:20]([F:25])([F:24])[C:21]([OH:23])=[O:22]. (3) Given the product [CH2:60]([N:64]([CH2:65][CH2:66][CH2:67][CH3:68])[C:18]([C:16]1[N:15]=[CH:14][C:13]2[N:21]=[C:10]([NH:9][C:6]3[CH:5]=[CH:4][C:3]([O:2][CH3:1])=[CH:8][CH:7]=3)[N:11]([CH2:22][CH2:23][CH2:24][N:25]3[CH2:30][CH2:29][CH2:28][CH2:27][CH2:26]3)[C:12]=2[CH:17]=1)=[O:20])[CH2:61][CH2:62][CH3:63], predict the reactants needed to synthesize it. The reactants are: [CH3:1][O:2][C:3]1[CH:8]=[CH:7][C:6]([NH:9][C:10]2[N:11]([CH2:22][CH2:23][CH2:24][N:25]3[CH2:30][CH2:29][CH2:28][CH2:27][CH2:26]3)[C:12]3[CH:17]=[C:16]([C:18]([OH:20])=O)[N:15]=[CH:14][C:13]=3[N:21]=2)=[CH:5][CH:4]=1.CCN(CC)CC.CCN=C=NCCCN(C)C.Cl.C1C=CC2N(O)N=NC=2C=1.[CH2:60]([NH:64][CH2:65][CH2:66][CH2:67][CH3:68])[CH2:61][CH2:62][CH3:63]. (4) Given the product [NH2:1][C:2]1[NH:3][C:4]([S:7][C:24]2[CH:23]=[CH:22][C:18]3[N:19]=[CH:20][N:21]=[C:16]([NH:8][C:9]4[CH:13]=[CH:12][N:11]([CH3:14])[N:10]=4)[C:17]=3[N:25]=2)=[N:5][N:6]=1, predict the reactants needed to synthesize it. The reactants are: [NH2:1][C:2]1[NH:3][C:4]([SH:7])=[N:5][N:6]=1.[NH2:8][C:9]1[CH:13]=[CH:12][N:11]([CH3:14])[N:10]=1.Cl[C:16]1[C:17]2[N:25]=[C:24](Cl)[CH:23]=[CH:22][C:18]=2[N:19]=[CH:20][N:21]=1. (5) Given the product [CH:24]1([CH2:23][CH2:22][CH2:21][CH2:20][CH2:19][CH2:18][CH2:17][CH2:16][CH2:15][CH2:14][CH2:13][CH2:12][P:1](=[O:2])([O:5][CH2:6][CH3:7])[O:8][CH2:9][CH3:10])[CH2:29][CH2:28][CH2:27][CH2:26][CH2:25]1, predict the reactants needed to synthesize it. The reactants are: [P:1]([O:8][CH2:9][CH3:10])([O:5][CH2:6][CH3:7])[O:2]CC.Br[CH2:12][CH2:13][CH2:14][CH2:15][CH2:16][CH2:17][CH2:18][CH2:19][CH2:20][CH2:21][CH2:22][CH2:23][CH:24]1[CH2:29][CH2:28][CH2:27][CH2:26][CH2:25]1.